Dataset: Catalyst prediction with 721,799 reactions and 888 catalyst types from USPTO. Task: Predict which catalyst facilitates the given reaction. (1) Reactant: [Br:1]N1C(=O)CCC1=O.[CH3:9][C@H:10]1[O:15][C@@H:14]([CH3:16])[CH2:13][N:12]([C:17]2[CH:22]=[CH:21][CH:20]=[C:19]([C:23]3[CH:27]=[CH:26][O:25][C:24]=3[CH3:28])[N:18]=2)[CH2:11]1. Product: [Br:1][C:20]1[CH:21]=[CH:22][C:17]([N:12]2[CH2:11][C@H:10]([CH3:9])[O:15][C@H:14]([CH3:16])[CH2:13]2)=[N:18][C:19]=1[C:23]1[CH:27]=[CH:26][O:25][C:24]=1[CH3:28]. The catalyst class is: 22. (2) Reactant: C(Cl)CCl.C1C=CC2N(O)N=NC=2C=1.[O:15]=[C:16]1[C:22]2[CH:23]=[CH:24][CH:25]=[CH:26][C:21]=2[NH:20][CH2:19][C@@H:18]2[CH2:27][CH2:28][C@H:29]([C:31]([OH:33])=[O:32])[CH2:30][N:17]12.[Cl:34][C:35]1[CH:36]=[C:37]([C:40](=[N:42]O)[NH2:41])[NH:38][CH:39]=1. Product: [Cl:34][C:35]1[CH:36]=[C:37]([C:40](=[N:41][O:32][C:31]([C@@H:29]2[CH2:30][N:17]3[C@H:18]([CH2:19][NH:20][C:21]4[CH:26]=[CH:25][CH:24]=[CH:23][C:22]=4[C:16]3=[O:15])[CH2:27][CH2:28]2)=[O:33])[NH2:42])[NH:38][CH:39]=1. The catalyst class is: 514. (3) Reactant: [S:1]1[CH:5]=[CH:4][CH:3]=[C:2]1[C:6]1[N:11]=[C:10]([C:12]#[N:13])[CH:9]=[CH:8][CH:7]=1.[C:14](OC)(=[O:22])[C:15]1[C:16](=[CH:18][CH:19]=[CH:20][CH:21]=1)[SH:17].C(N(CC)CC)C. Product: [S:1]1[CH:5]=[CH:4][CH:3]=[C:2]1[C:6]1[N:11]=[C:10]([C:12]2[S:17][C:16]3[CH:18]=[CH:19][CH:20]=[CH:21][C:15]=3[C:14](=[O:22])[N:13]=2)[CH:9]=[CH:8][CH:7]=1. The catalyst class is: 11.